From a dataset of Reaction yield outcomes from USPTO patents with 853,638 reactions. Predict the reaction yield, written as a fraction of the theoretical maximum amount of product (1.0 means a 100% yield; for example, 0.34 means a 34% yield). (1) The reactants are CO[C:3]1[C:11]([O:12][CH3:13])=[C:10]([O:14][CH3:15])[CH:9]=[CH:8][C:4]=1[C:5]([OH:7])=[O:6].[CH2:16]([N-:18][CH2:19][CH3:20])[CH3:17].[Li+].O. The catalyst is C1COCC1. The product is [CH2:16]([N:18]([CH2:19][CH3:20])[C:3]1[C:11]([O:12][CH3:13])=[C:10]([O:14][CH3:15])[CH:9]=[CH:8][C:4]=1[C:5]([OH:7])=[O:6])[CH3:17]. The yield is 0.640. (2) The reactants are C(NC(C)C)(C)C.C([Li])CCC.[CH3:13][O:14][CH2:15][S:16][C:17]1[CH:22]=[CH:21][C:20]([CH2:23][C:24]([OH:26])=[O:25])=[CH:19][CH:18]=1.I[CH2:28][CH:29]1[CH2:33][CH2:32][CH2:31][CH2:30]1. The catalyst is O1CCCC1.CN1CCCN(C)C1=O. The product is [CH:29]1([CH2:28][CH:23]([C:20]2[CH:21]=[CH:22][C:17]([S:16][CH2:15][O:14][CH3:13])=[CH:18][CH:19]=2)[C:24]([OH:26])=[O:25])[CH2:33][CH2:32][CH2:31][CH2:30]1. The yield is 0.650. (3) The reactants are [N+:1]([C:4]1[C:17]2[O:16][C:15]3[C:10](=[CH:11][CH:12]=[CH:13][CH:14]=3)[C:9](=[O:18])[C:8]=2[CH:7]=[CH:6][CH:5]=1)([O-])=O.[H][H]. The catalyst is [Pd].C(O)C. The product is [NH2:1][C:4]1[C:17]2[O:16][C:15]3[C:10](=[CH:11][CH:12]=[CH:13][CH:14]=3)[C:9](=[O:18])[C:8]=2[CH:7]=[CH:6][CH:5]=1. The yield is 0.890. (4) The reactants are [F:1][C:2]1[CH:7]=[CH:6][C:5]([NH:8]C(=O)C(C)(C)C)=[CH:4][C:3]=1[C:15]([C:17]1[CH:18]=[C:19]2[C:24](=[CH:25][CH:26]=1)[N:23]=[CH:22][CH:21]=[N:20]2)=[O:16].Cl.[OH-].[Na+]. The catalyst is CC(O)=O. The product is [NH2:8][C:5]1[CH:6]=[CH:7][C:2]([F:1])=[C:3]([C:15]([C:17]2[CH:18]=[C:19]3[C:24](=[CH:25][CH:26]=2)[N:23]=[CH:22][CH:21]=[N:20]3)=[O:16])[CH:4]=1. The yield is 0.990. (5) The reactants are [F:1][C:2]1[CH:3]=[CH:4][C:5]2[O:10][CH2:9][C:8](=[O:11])[N:7]([CH2:12][C@H:13]([CH3:16])[CH2:14]I)[C:6]=2[CH:17]=1.[CH2:18]([O:21][CH:22]1[CH2:27][CH2:26][NH:25][CH2:24][CH2:23]1)[CH2:19][CH3:20]. The catalyst is CC#N. The product is [F:1][C:2]1[CH:3]=[CH:4][C:5]2[O:10][CH2:9][C:8](=[O:11])[N:7]([CH2:12][C@H:13]([CH3:16])[CH2:14][N:25]3[CH2:26][CH2:27][CH:22]([O:21][CH2:18][CH2:19][CH3:20])[CH2:23][CH2:24]3)[C:6]=2[CH:17]=1. The yield is 0.630. (6) The reactants are Br[C:2]1[N:10]=[CH:9][C:8]2[NH:7][C:6]3[N:11]=[CH:12][C:13]([C:15]4[CH:20]=[CH:19][C:18]([CH2:21][N:22]5[CH2:27][CH2:26][CH2:25][CH2:24][CH2:23]5)=[CH:17][CH:16]=4)=[CH:14][C:5]=3[C:4]=2[CH:3]=1.[CH3:28][N:29]1[C:33]([Sn](CCCC)(CCCC)CCCC)=[CH:32][N:31]=[CH:30]1.[Cl-].[Li+]. The catalyst is O1CCOCC1.C(Cl)Cl.CO.C1C=CC([P]([Pd]([P](C2C=CC=CC=2)(C2C=CC=CC=2)C2C=CC=CC=2)([P](C2C=CC=CC=2)(C2C=CC=CC=2)C2C=CC=CC=2)[P](C2C=CC=CC=2)(C2C=CC=CC=2)C2C=CC=CC=2)(C2C=CC=CC=2)C2C=CC=CC=2)=CC=1. The product is [CH3:28][N:29]1[C:33]([C:2]2[N:10]=[CH:9][C:8]3[NH:7][C:6]4[N:11]=[CH:12][C:13]([C:15]5[CH:16]=[CH:17][C:18]([CH2:21][N:22]6[CH2:23][CH2:24][CH2:25][CH2:26][CH2:27]6)=[CH:19][CH:20]=5)=[CH:14][C:5]=4[C:4]=3[CH:3]=2)=[CH:32][N:31]=[CH:30]1. The yield is 0.200. (7) The reactants are [P:1]([O-:12])([O:7][C:8]([CH3:11])([CH3:10])[CH3:9])[O:2][C:3]([CH3:6])([CH3:5])[CH3:4].C(=O)(O)[O-:14].[K+].[Mn]([O-])(=O)(=O)=O.[K+]. The catalyst is O. The product is [P:1]([OH:14])([O:7][C:8]([CH3:11])([CH3:10])[CH3:9])([O:2][C:3]([CH3:5])([CH3:6])[CH3:4])=[O:12]. The yield is 0.462. (8) The reactants are [C:1]([O:5][C:6]([NH:8][C@H:9]1[CH2:13][C@@:12]([CH:17]([CH3:19])[CH3:18])([C:14]([OH:16])=[O:15])[CH:11]=[CH:10]1)=[O:7])([CH3:4])([CH3:3])[CH3:2]. The catalyst is C(O)C.[Pd]. The product is [C:1]([O:5][C:6]([NH:8][C@@H:9]1[CH2:10][CH2:11][C@:12]([CH:17]([CH3:19])[CH3:18])([C:14]([OH:16])=[O:15])[CH2:13]1)=[O:7])([CH3:4])([CH3:3])[CH3:2]. The yield is 0.960. (9) The reactants are [OH:1][C:2]([CH:7]1[O:12][CH2:11][CH2:10][N:9]([CH2:13][C:14]2[CH:19]=[CH:18][C:17]([O:20][CH3:21])=[CH:16][CH:15]=2)[C:8]1=[O:22])([CH3:6])[C:3]([OH:5])=[O:4].C1COCC1.[C:28](OC(=NC(C)C)NC(C)C)([CH3:31])([CH3:30])[CH3:29]. The catalyst is CC(OC)(C)C. The product is [OH:1][C:2]([CH:7]1[O:12][CH2:11][CH2:10][N:9]([CH2:13][C:14]2[CH:19]=[CH:18][C:17]([O:20][CH3:21])=[CH:16][CH:15]=2)[C:8]1=[O:22])([CH3:6])[C:3]([O:5][C:28]([CH3:31])([CH3:30])[CH3:29])=[O:4]. The yield is 0.682.